From a dataset of Reaction yield outcomes from USPTO patents with 853,638 reactions. Predict the reaction yield, written as a fraction of the theoretical maximum amount of product (1.0 means a 100% yield; for example, 0.34 means a 34% yield). (1) The catalyst is CO.[Ni]. The yield is 0.850. The reactants are [C:1]([O:5][C:6]([NH:8][CH:9]1[CH2:14][CH2:13][N:12]([C:15]2[N:20]=[C:19]([C:21]3[C:29]4[C:24](=[CH:25][CH:26]=[C:27]([N+:30]([O-])=O)[CH:28]=4)[N:23]([C:33]([O:35][C:36]([CH3:39])([CH3:38])[CH3:37])=[O:34])[CH:22]=3)[CH:18]=[N:17][CH:16]=2)[CH2:11][CH2:10]1)=[O:7])([CH3:4])([CH3:3])[CH3:2].O.NN. The product is [NH2:30][C:27]1[CH:28]=[C:29]2[C:24](=[CH:25][CH:26]=1)[N:23]([C:33]([O:35][C:36]([CH3:39])([CH3:38])[CH3:37])=[O:34])[CH:22]=[C:21]2[C:19]1[CH:18]=[N:17][CH:16]=[C:15]([N:12]2[CH2:13][CH2:14][CH:9]([NH:8][C:6]([O:5][C:1]([CH3:4])([CH3:3])[CH3:2])=[O:7])[CH2:10][CH2:11]2)[N:20]=1. (2) The reactants are [F:1][C:2]1[CH:7]=[C:6]([N+:8]([O-:10])=[O:9])[CH:5]=[CH:4][C:3]=1[NH:11][C@H:12]([CH2:15][CH3:16])[CH2:13][OH:14].C(O[CH:20](O)[C:21]([F:24])([F:23])[F:22])C.C1(C)C=CC(S(O)(=O)=O)=CC=1. The catalyst is C1C=CC=CC=1. The product is [F:1][C:2]1[CH:7]=[C:6]([N+:8]([O-:10])=[O:9])[CH:5]=[CH:4][C:3]=1[N:11]1[C@H:12]([CH2:15][CH3:16])[CH2:13][O:14][CH:20]1[C:21]([F:24])([F:23])[F:22]. The yield is 0.850. (3) The reactants are Cl.O.[OH:3][C:4]12[C:15]3[C:10](=[C:11]([N+:16]([O-])=O)[CH:12]=[CH:13][CH:14]=3)[C:9](=[O:19])[C:8]1([NH:20][C:21]([C:23]1[CH:24]=[C:25]3[C:31]([CH3:32])=[N:30][N:29]([CH3:33])[C:26]3=[N:27][CH:28]=1)=[O:22])[C:7]1[CH:34]=[CH:35][C:36]([CH:38]([CH3:40])[CH3:39])=[CH:37][C:6]=1[O:5]2. The catalyst is C(O)C.[Fe]. The product is [NH2:16][C:11]1[CH:12]=[CH:13][CH:14]=[C:15]2[C:10]=1[C:9](=[O:19])[C:8]1([NH:20][C:21]([C:23]3[CH:24]=[C:25]4[C:31]([CH3:32])=[N:30][N:29]([CH3:33])[C:26]4=[N:27][CH:28]=3)=[O:22])[C:7]3[CH:34]=[CH:35][C:36]([CH:38]([CH3:40])[CH3:39])=[CH:37][C:6]=3[O:5][C:4]12[OH:3]. The yield is 0.160. (4) The reactants are [C:1](O[BH-](OC(=O)C)OC(=O)C)(=O)[CH3:2].[Na+].[CH2:15]([O:22][C:23](=[O:45])[C:24]([NH:37][C:38]([O:40][C:41]([CH3:44])([CH3:43])[CH3:42])=[O:39])([NH:29][C:30]([O:32][C:33]([CH3:36])([CH3:35])[CH3:34])=[O:31])[CH2:25]CC=O)[C:16]1[CH:21]=[CH:20][CH:19]=[CH:18][CH:17]=1.Cl.[CH2:47]([O:49][C:50](=[O:54])[C@H:51]([CH3:53])[NH2:52])[CH3:48].[Cl-].[NH4+]. The catalyst is ClCCl. The product is [CH2:15]([O:22][C:23](=[O:45])[C:24]([NH:29][C:30]([O:32][C:33]([CH3:36])([CH3:34])[CH3:35])=[O:31])([NH:37][C:38]([O:40][C:41]([CH3:42])([CH3:43])[CH3:44])=[O:39])[CH2:25][CH2:1][CH2:2][NH:52][CH:51]([C:50]([O:49][CH2:47][CH3:48])=[O:54])[CH3:53])[C:16]1[CH:21]=[CH:20][CH:19]=[CH:18][CH:17]=1. The yield is 0.410.